Dataset: Peptide-MHC class I binding affinity with 185,985 pairs from IEDB/IMGT. Task: Regression. Given a peptide amino acid sequence and an MHC pseudo amino acid sequence, predict their binding affinity value. This is MHC class I binding data. (1) The peptide sequence is FADINGKLY. The MHC is HLA-B15:01 with pseudo-sequence HLA-B15:01. The binding affinity (normalized) is 0.256. (2) The peptide sequence is AVMFFPFWF. The MHC is HLA-B15:01 with pseudo-sequence HLA-B15:01. The binding affinity (normalized) is 0.149. (3) The peptide sequence is FTEEQQQSFM. The MHC is HLA-A02:02 with pseudo-sequence HLA-A02:02. The binding affinity (normalized) is 0.351. (4) The peptide sequence is SKGETVNPL. The MHC is HLA-B58:01 with pseudo-sequence HLA-B58:01. The binding affinity (normalized) is 0.0847. (5) The peptide sequence is PVYISQFSY. The MHC is HLA-A02:01 with pseudo-sequence HLA-A02:01. The binding affinity (normalized) is 0.